This data is from NCI-60 drug combinations with 297,098 pairs across 59 cell lines. The task is: Regression. Given two drug SMILES strings and cell line genomic features, predict the synergy score measuring deviation from expected non-interaction effect. (1) Drug 1: C(CC(=O)O)C(=O)CN.Cl. Drug 2: C(CCl)NC(=O)N(CCCl)N=O. Cell line: HCT-15. Synergy scores: CSS=0.391, Synergy_ZIP=-0.0603, Synergy_Bliss=-3.76, Synergy_Loewe=-9.34, Synergy_HSA=-3.31. (2) Drug 1: CC(C)(C#N)C1=CC(=CC(=C1)CN2C=NC=N2)C(C)(C)C#N. Drug 2: B(C(CC(C)C)NC(=O)C(CC1=CC=CC=C1)NC(=O)C2=NC=CN=C2)(O)O. Cell line: UO-31. Synergy scores: CSS=34.1, Synergy_ZIP=1.44, Synergy_Bliss=1.12, Synergy_Loewe=-20.8, Synergy_HSA=1.39.